This data is from NCI-60 drug combinations with 297,098 pairs across 59 cell lines. The task is: Regression. Given two drug SMILES strings and cell line genomic features, predict the synergy score measuring deviation from expected non-interaction effect. (1) Drug 1: CC12CCC3C(C1CCC2=O)CC(=C)C4=CC(=O)C=CC34C. Drug 2: CC1C(C(CC(O1)OC2CC(OC(C2O)C)OC3=CC4=CC5=C(C(=O)C(C(C5)C(C(=O)C(C(C)O)O)OC)OC6CC(C(C(O6)C)O)OC7CC(C(C(O7)C)O)OC8CC(C(C(O8)C)O)(C)O)C(=C4C(=C3C)O)O)O)O. Cell line: HCT-15. Synergy scores: CSS=22.3, Synergy_ZIP=1.23, Synergy_Bliss=-4.57, Synergy_Loewe=-4.96, Synergy_HSA=-5.31. (2) Drug 1: CC1C(C(CC(O1)OC2CC(OC(C2O)C)OC3=CC4=CC5=C(C(=O)C(C(C5)C(C(=O)C(C(C)O)O)OC)OC6CC(C(C(O6)C)O)OC7CC(C(C(O7)C)O)OC8CC(C(C(O8)C)O)(C)O)C(=C4C(=C3C)O)O)O)O. Drug 2: CC1C(C(CC(O1)OC2CC(CC3=C2C(=C4C(=C3O)C(=O)C5=C(C4=O)C(=CC=C5)OC)O)(C(=O)CO)O)N)O.Cl. Cell line: NCI-H322M. Synergy scores: CSS=35.4, Synergy_ZIP=8.20, Synergy_Bliss=9.91, Synergy_Loewe=3.73, Synergy_HSA=8.72. (3) Drug 1: CNC(=O)C1=CC=CC=C1SC2=CC3=C(C=C2)C(=NN3)C=CC4=CC=CC=N4. Drug 2: C1=NC2=C(N=C(N=C2N1C3C(C(C(O3)CO)O)F)Cl)N. Cell line: CAKI-1. Synergy scores: CSS=20.3, Synergy_ZIP=-8.07, Synergy_Bliss=-12.8, Synergy_Loewe=-19.8, Synergy_HSA=-12.7. (4) Drug 2: CC(C)NC(=O)C1=CC=C(C=C1)CNNC.Cl. Cell line: UACC-257. Synergy scores: CSS=28.9, Synergy_ZIP=5.37, Synergy_Bliss=8.25, Synergy_Loewe=-10.5, Synergy_HSA=4.87. Drug 1: CC1=C2C(C(=O)C3(C(CC4C(C3C(C(C2(C)C)(CC1OC(=O)C(C(C5=CC=CC=C5)NC(=O)OC(C)(C)C)O)O)OC(=O)C6=CC=CC=C6)(CO4)OC(=O)C)OC)C)OC. (5) Drug 1: CC1=C(C(=CC=C1)Cl)NC(=O)C2=CN=C(S2)NC3=CC(=NC(=N3)C)N4CCN(CC4)CCO. Drug 2: CS(=O)(=O)CCNCC1=CC=C(O1)C2=CC3=C(C=C2)N=CN=C3NC4=CC(=C(C=C4)OCC5=CC(=CC=C5)F)Cl. Cell line: MALME-3M. Synergy scores: CSS=-3.27, Synergy_ZIP=1.56, Synergy_Bliss=1.43, Synergy_Loewe=-4.66, Synergy_HSA=-4.21. (6) Drug 1: C1CN1C2=NC(=NC(=N2)N3CC3)N4CC4. Drug 2: C1CC(=O)NC(=O)C1N2C(=O)C3=CC=CC=C3C2=O. Cell line: DU-145. Synergy scores: CSS=57.9, Synergy_ZIP=-0.516, Synergy_Bliss=-3.94, Synergy_Loewe=-21.4, Synergy_HSA=-5.38. (7) Drug 1: C1=C(C(=O)NC(=O)N1)N(CCCl)CCCl. Drug 2: CC1CCCC2(C(O2)CC(NC(=O)CC(C(C(=O)C(C1O)C)(C)C)O)C(=CC3=CSC(=N3)C)C)C. Cell line: RPMI-8226. Synergy scores: CSS=17.7, Synergy_ZIP=-4.88, Synergy_Bliss=-3.78, Synergy_Loewe=-7.84, Synergy_HSA=-7.18.